The task is: Predict the reaction yield, written as a fraction of the theoretical maximum amount of product (1.0 means a 100% yield; for example, 0.34 means a 34% yield).. This data is from Reaction yield outcomes from USPTO patents with 853,638 reactions. The reactants are [Cl:1][C:2]1[N:7]=[C:6](Cl)[C:5]([N+:9]([O-:11])=[O:10])=[CH:4][N:3]=1.CCN(C(C)C)C(C)C.[O:21]1[CH2:26][CH2:25][CH:24]([NH2:27])[CH2:23][CH2:22]1. The catalyst is C1COCC1. The product is [Cl:1][C:2]1[N:7]=[C:6]([NH:27][CH:24]2[CH2:25][CH2:26][O:21][CH2:22][CH2:23]2)[C:5]([N+:9]([O-:11])=[O:10])=[CH:4][N:3]=1. The yield is 0.780.